Dataset: Forward reaction prediction with 1.9M reactions from USPTO patents (1976-2016). Task: Predict the product of the given reaction. The product is: [NH2:8][C@@H:9]([C:14]([OH:16])=[O:15])[C@H:10]([CH2:12][CH3:13])[CH3:11]. Given the reactants N1CC(=O)NC1=O.[NH2:8][C@@H:9]([C:14]([OH:16])=[O:15])[C@H:10]([CH2:12][CH3:13])[CH3:11].N1CC(=O)NC1=O.N[C@H](C(O)=O)[C@H](CC)C.N1CC(=O)NC1=O.C(N[C@@H](C(O)=O)[C@H](CC)C)(=O)N, predict the reaction product.